Dataset: Forward reaction prediction with 1.9M reactions from USPTO patents (1976-2016). Task: Predict the product of the given reaction. Given the reactants [NH2:1][C:2]1[CH:3]=[N:4][N:5]([CH3:25])[C:6]=1[C:7]1[CH:8]=[C:9]([C@@H:13]([NH:17][C:18](=[O:24])[O:19][C:20]([CH3:23])([CH3:22])[CH3:21])[CH2:14][CH:15]=[CH2:16])[CH:10]=[CH:11][CH:12]=1.[CH3:26][C@H:27]([CH:31]=[CH2:32])[C:28](O)=[O:29].CCN(C(C)C)C(C)C.C(P1(=O)OP(CCC)(=O)OP(CCC)(=O)O1)CC, predict the reaction product. The product is: [CH3:25][N:5]1[C:6]([C:7]2[CH:8]=[C:9]([C@@H:13]([NH:17][C:18](=[O:24])[O:19][C:20]([CH3:21])([CH3:23])[CH3:22])[CH2:14][CH:15]=[CH2:16])[CH:10]=[CH:11][CH:12]=2)=[C:2]([NH:1][C:28](=[O:29])[C@H:27]([CH3:26])[CH:31]=[CH2:32])[CH:3]=[N:4]1.